From a dataset of Full USPTO retrosynthesis dataset with 1.9M reactions from patents (1976-2016). Predict the reactants needed to synthesize the given product. (1) Given the product [Br:5][C:6]1[CH:7]=[CH:8][C:9]([S:1][CH2:2][CH3:3])=[C:10]([C:12]([F:15])([F:14])[F:13])[CH:11]=1, predict the reactants needed to synthesize it. The reactants are: [S-:1][CH2:2][CH3:3].[Na+].[Br:5][C:6]1[CH:7]=[CH:8][C:9](F)=[C:10]([C:12]([F:15])([F:14])[F:13])[CH:11]=1.O. (2) Given the product [C:12]([O:16][C:17]([NH:1][C:2]1[CH:11]=[CH:10][C:5]([C:6]([O:8][CH3:9])=[O:7])=[CH:4][N:3]=1)=[O:18])([CH3:15])([CH3:14])[CH3:13], predict the reactants needed to synthesize it. The reactants are: [NH2:1][C:2]1[CH:11]=[CH:10][C:5]([C:6]([O:8][CH3:9])=[O:7])=[CH:4][N:3]=1.[C:12]([O:16][C:17](O[C:17]([O:16][C:12]([CH3:15])([CH3:14])[CH3:13])=[O:18])=[O:18])([CH3:15])([CH3:14])[CH3:13].